Dataset: NCI-60 drug combinations with 297,098 pairs across 59 cell lines. Task: Regression. Given two drug SMILES strings and cell line genomic features, predict the synergy score measuring deviation from expected non-interaction effect. (1) Drug 1: CC1=C(C(=O)C2=C(C1=O)N3CC4C(C3(C2COC(=O)N)OC)N4)N. Drug 2: C1C(C(OC1N2C=NC3=C2NC=NCC3O)CO)O. Cell line: UACC-257. Synergy scores: CSS=-1.99, Synergy_ZIP=6.43, Synergy_Bliss=-1.00, Synergy_Loewe=-1.19, Synergy_HSA=-2.55. (2) Drug 1: CNC(=O)C1=NC=CC(=C1)OC2=CC=C(C=C2)NC(=O)NC3=CC(=C(C=C3)Cl)C(F)(F)F. Drug 2: C1=CN(C=N1)CC(O)(P(=O)(O)O)P(=O)(O)O. Cell line: HOP-62. Synergy scores: CSS=26.7, Synergy_ZIP=-5.97, Synergy_Bliss=-6.58, Synergy_Loewe=-6.94, Synergy_HSA=-6.25. (3) Drug 1: C1CC(C1)(C2=CC=C(C=C2)C3=C(C=C4C(=N3)C=CN5C4=NNC5=O)C6=CC=CC=C6)N. Drug 2: CC(C)(C#N)C1=CC=C(C=C1)N2C3=C4C=C(C=CC4=NC=C3N(C2=O)C)C5=CC6=CC=CC=C6N=C5. Cell line: UACC62. Synergy scores: CSS=58.4, Synergy_ZIP=1.79, Synergy_Bliss=1.84, Synergy_Loewe=-0.994, Synergy_HSA=9.20. (4) Drug 1: CC1=CC=C(C=C1)C2=CC(=NN2C3=CC=C(C=C3)S(=O)(=O)N)C(F)(F)F. Drug 2: C(CC(=O)O)C(=O)CN.Cl. Cell line: NCI-H322M. Synergy scores: CSS=11.7, Synergy_ZIP=-4.74, Synergy_Bliss=2.19, Synergy_Loewe=0.736, Synergy_HSA=1.67.